Dataset: TCR-epitope binding with 47,182 pairs between 192 epitopes and 23,139 TCRs. Task: Binary Classification. Given a T-cell receptor sequence (or CDR3 region) and an epitope sequence, predict whether binding occurs between them. The epitope is EPLPQGQLTAY. The TCR CDR3 sequence is CASSLPGGAQGYTF. Result: 1 (the TCR binds to the epitope).